Dataset: Forward reaction prediction with 1.9M reactions from USPTO patents (1976-2016). Task: Predict the product of the given reaction. (1) Given the reactants [Cl:18][C:15]1[CH:16]=[CH:17][C:11]([S:10][S:10][C:11]2[CH:17]=[CH:16][C:15]([Cl:18])=[CH:14][C:12]=2[NH2:13])=[C:12]([CH:14]=1)[NH2:13].[O:19]1[C:23]2[CH:24]=[CH:25][CH:26]=[CH:27][C:22]=2[CH:21]=[C:20]1[S:28](Cl)(=[O:30])=[O:29].Cl.Br[CH2:34][CH2:35][CH2:36][NH2:37], predict the reaction product. The product is: [NH2:37][CH2:36][CH2:35][CH2:34][S:10][C:11]1[CH:17]=[CH:16][C:15]([Cl:18])=[CH:14][C:12]=1[NH:13][S:28]([C:20]1[O:19][C:23]2[CH:24]=[CH:25][CH:26]=[CH:27][C:22]=2[CH:21]=1)(=[O:30])=[O:29]. (2) Given the reactants CC[C@@H]1[C@@H]2C[C@H]([C@@H](OC3C4C(=CC=CC=4)C(O[C@@H](C4C=CN=C5C=4C=C(OC)C=C5)[C@@H]4N5C[C@H](CC)[C@@H](CC5)C4)=NN=3)C3C=CN=C4C=3C=C([O:22]C)C=C4)N(CC2)C1.CS(N)(=O)=O.[CH2:64]([O:71][C:72](=[O:82])[C@H:73]([N:75]1[C:80](=[O:81])C=CC[O:76]1)[CH3:74])[C:65]1[CH:70]=[CH:69][CH:68]=[CH:67][CH:66]=1.S([O-])([O-])=O.[Na+].[Na+].[C:89]([OH:93])([CH3:92])(C)[CH3:90], predict the reaction product. The product is: [CH2:64]([O:71][C:72]([C@H:73]([N:75]1[C:80](=[O:81])[C@@H:90]([OH:22])[C@@H:89]([OH:93])[CH2:92][O:76]1)[CH3:74])=[O:82])[C:65]1[CH:70]=[CH:69][CH:68]=[CH:67][CH:66]=1. (3) Given the reactants [NH2:1][C:2]1[C:3]2[CH:29]([CH3:30])[C:28](=[O:31])[NH:27][C:4]=2[N:5]=[C:6]([C:8]2[C:16]3[C:11](=[CH:12][C:13]([Cl:17])=[CH:14][CH:15]=3)[N:10]([CH2:18][CH2:19][C:20]([F:26])([F:25])[C:21]([F:24])([F:23])[F:22])[N:9]=2)[N:7]=1.[C:32](O[C:32]([O:34][C:35]([CH3:38])([CH3:37])[CH3:36])=[O:33])([O:34][C:35]([CH3:38])([CH3:37])[CH3:36])=[O:33].[NH4+].[Cl-], predict the reaction product. The product is: [NH2:1][C:2]1[C:3]2[CH:29]([CH3:30])[C:28](=[O:31])[N:27]([C:32]([O:34][C:35]([CH3:38])([CH3:37])[CH3:36])=[O:33])[C:4]=2[N:5]=[C:6]([C:8]2[C:16]3[C:11](=[CH:12][C:13]([Cl:17])=[CH:14][CH:15]=3)[N:10]([CH2:18][CH2:19][C:20]([F:26])([F:25])[C:21]([F:24])([F:23])[F:22])[N:9]=2)[N:7]=1. (4) Given the reactants [C:1]([O:5][C:6]([N:8]([C:24]([O:26][C:27]([CH3:30])([CH3:29])[CH3:28])=[O:25])[C@@H:9]([CH2:17][CH2:18][C:19](OCC)=[O:20])[C:10]([O:12][C:13]([CH3:16])([CH3:15])[CH3:14])=[O:11])=[O:7])([CH3:4])([CH3:3])[CH3:2].[H-].C([Al+]CC(C)C)C(C)C, predict the reaction product. The product is: [C:27]([O:26][C:24]([N:8]([C:6]([O:5][C:1]([CH3:4])([CH3:3])[CH3:2])=[O:7])[C@@H:9]([CH2:17][CH2:18][CH:19]=[O:20])[C:10]([O:12][C:13]([CH3:14])([CH3:15])[CH3:16])=[O:11])=[O:25])([CH3:28])([CH3:29])[CH3:30]. (5) Given the reactants ClC1N=C(C2SC(C(C)C)=NC=2C2C=C(NS(C3C(F)=CC=CC=3F)(=O)=O)C=CC=2)C=CN=1.[Cl:34][C:35]1[N:40]=[C:39]([C:41]2[S:45][C:44]([CH:46]([CH3:48])[CH3:47])=[N:43][C:42]=2[C:49]2[C:50]([F:56])=[C:51]([CH:53]=[CH:54][CH:55]=2)[NH2:52])[CH:38]=[CH:37][N:36]=1.[CH3:57][C:58]1[CH:63]=[CH:62][CH:61]=[CH:60][C:59]=1[S:64](Cl)(=[O:66])=[O:65], predict the reaction product. The product is: [Cl:34][C:35]1[N:40]=[C:39]([C:41]2[S:45][C:44]([CH:46]([CH3:48])[CH3:47])=[N:43][C:42]=2[C:49]2[C:50]([F:56])=[C:51]([NH:52][S:64]([C:59]3[CH:60]=[CH:61][CH:62]=[CH:63][C:58]=3[CH3:57])(=[O:66])=[O:65])[CH:53]=[CH:54][CH:55]=2)[CH:38]=[CH:37][N:36]=1. (6) Given the reactants Br[C:2]1[CH:3]=[C:4]([C:21]([NH2:23])=[O:22])[C:5]2[NH:6][C:7]3[CH:8]=[C:9]([N:15]4[CH2:20][CH2:19][O:18][CH2:17][CH2:16]4)[CH:10]=[CH:11][C:12]=3[C:13]=2[N:14]=1.[CH3:24][C:25]1[CH:26]=[C:27](B(O)O)[CH:28]=[N:29][CH:30]=1.C([O-])([O-])=O.[Na+].[Na+], predict the reaction product. The product is: [CH3:24][C:25]1[CH:26]=[C:27]([C:2]2[CH:3]=[C:4]([C:21]([NH2:23])=[O:22])[C:5]3[NH:6][C:7]4[CH:8]=[C:9]([N:15]5[CH2:20][CH2:19][O:18][CH2:17][CH2:16]5)[CH:10]=[CH:11][C:12]=4[C:13]=3[N:14]=2)[CH:28]=[N:29][CH:30]=1. (7) Given the reactants [Cl:1][C:2]1[N:7]=[C:6](Cl)[CH:5]=[CH:4][N:3]=1.[NH2:9][C:10]1[NH:14][N:13]=[C:12]([C:15]([CH3:18])([CH3:17])[CH3:16])[CH:11]=1.CCN(C(C)C)C(C)C, predict the reaction product. The product is: [Cl:1][C:2]1[N:7]=[C:6]([NH:9][C:10]2[CH:11]=[C:12]([C:15]([CH3:18])([CH3:17])[CH3:16])[NH:13][N:14]=2)[CH:5]=[CH:4][N:3]=1. (8) The product is: [CH3:30][O:32][C:33](=[O:34])[NH:19][C:18]1[CH:20]=[CH:21][C:15]([C:13]2[N:12]=[C:11]3[N:22]([C:25]([CH3:28])([CH3:27])[CH3:26])[N:23]=[CH:24][C:10]3=[C:9]([N:3]3[CH2:2][CH:1]4[O:8][CH:5]([CH2:6][CH2:7]4)[CH2:4]3)[N:14]=2)=[CH:16][CH:17]=1. Given the reactants [CH:1]12[O:8][CH:5]([CH2:6][CH2:7]1)[CH2:4][N:3]([C:9]1[N:14]=[C:13]([C:15]3[CH:21]=[CH:20][C:18]([NH2:19])=[CH:17][CH:16]=3)[N:12]=[C:11]3[N:22]([C:25]([CH3:28])([CH3:27])[CH3:26])[N:23]=[CH:24][C:10]=13)[CH2:2]2.Cl[C:30](Cl)([O:32][C:33](=O)[O:34]C(Cl)(Cl)Cl)Cl.CO.C(N1C2=NC(C3C=CC(N=C=O)=CC=3)=NC(N3CC4OC(CC4)C3)=C2C=N1)(C)(C)C, predict the reaction product.